Dataset: Full USPTO retrosynthesis dataset with 1.9M reactions from patents (1976-2016). Task: Predict the reactants needed to synthesize the given product. (1) Given the product [C:2]([C:3]1[N:4]=[C:5]2[C:10]([N:11]3[CH2:16][CH2:15][O:14][CH2:13][CH2:12]3)=[CH:9][CH:8]=[N:7][N:6]2[C:17]=1[C:18]1[CH:19]=[CH:20][C:21]([N:24]2[CH2:29][CH2:28][N:27]([C:30]([O:32][C:33]([CH3:36])([CH3:35])[CH3:34])=[O:31])[CH2:26][CH2:25]2)=[N:22][CH:23]=1)#[CH:37], predict the reactants needed to synthesize it. The reactants are: O[CH2:2][C:3]1[N:4]=[C:5]2[C:10]([N:11]3[CH2:16][CH2:15][O:14][CH2:13][CH2:12]3)=[CH:9][CH:8]=[N:7][N:6]2[C:17]=1[C:18]1[CH:19]=[CH:20][C:21]([N:24]2[CH2:29][CH2:28][N:27]([C:30]([O:32][C:33]([CH3:36])([CH3:35])[CH3:34])=[O:31])[CH2:26][CH2:25]2)=[N:22][CH:23]=1.[CH3:37]C(OI1(OC(C)=O)(OC(C)=O)OC(=O)C2C=CC=CC1=2)=O.C([O-])([O-])=O.[K+].[K+].[N+](=C(P(=O)(OC)OC)C(=O)C)=[N-]. (2) Given the product [CH3:19][C:11]1[CH:12]=[CH:13][C:14]([N+:16]([O-:18])=[O:17])=[CH:15][C:10]=1[NH:9][C:5]1[N:4]=[C:3]([OH:2])[CH:8]=[CH:7][N:6]=1, predict the reactants needed to synthesize it. The reactants are: C[O:2][C:3]1[CH:8]=[CH:7][N:6]=[C:5]([NH:9][C:10]2[CH:15]=[C:14]([N+:16]([O-:18])=[O:17])[CH:13]=[CH:12][C:11]=2[CH3:19])[N:4]=1.C[Si](Cl)(C)C.[Na+].[I-].C([O-])([O-])=O.[Na+].[Na+].